The task is: Predict the reactants needed to synthesize the given product.. This data is from Full USPTO retrosynthesis dataset with 1.9M reactions from patents (1976-2016). (1) Given the product [CH3:17][C:11]1[CH:10]=[CH:9][C:8]([NH:7][C:2]2[S:3][CH:4]=[CH:5][N:6]=2)=[CH:13][C:12]=1[OH:14], predict the reactants needed to synthesize it. The reactants are: Br[C:2]1[S:3][CH:4]=[CH:5][N:6]=1.[NH2:7][C:8]1[CH:9]=[C:10](C)[CH:11]=[C:12]([OH:14])[CH:13]=1.Cl.[CH3:17]CO. (2) Given the product [F:32][C:33]1[CH:34]=[C:35]([C:39]2[CH:40]=[C:41]([NH:44][C:10](=[O:12])[CH2:9][CH2:8][CH2:7][N:2]3[CH2:3][CH2:4][CH2:5][CH2:6]3)[NH:42][N:43]=2)[CH:36]=[N:37][CH:38]=1, predict the reactants needed to synthesize it. The reactants are: Cl.[N:2]1([CH2:7][CH2:8][CH2:9][C:10]([OH:12])=O)[CH2:6][CH2:5][CH2:4][CH2:3]1.CCN(CC)CC.C1N=CN(C(N2C=NC=C2)=O)C=1.[F:32][C:33]1[CH:34]=[C:35]([C:39]2[CH:40]=[C:41]([NH2:44])[NH:42][N:43]=2)[CH:36]=[N:37][CH:38]=1.